Dataset: Reaction yield outcomes from USPTO patents with 853,638 reactions. Task: Predict the reaction yield, written as a fraction of the theoretical maximum amount of product (1.0 means a 100% yield; for example, 0.34 means a 34% yield). (1) The reactants are Cl[C:2]1[CH:7]=[C:6]([CH2:8][C:9]([O:11][CH2:12][CH3:13])=[O:10])[CH:5]=[CH:4][N:3]=1.[C:14](=[O:21])([O:16][C:17]([CH3:20])([CH3:19])[CH3:18])[NH2:15].C(=O)([O-])[O-].[Cs+].[Cs+]. The catalyst is C1C=CC(/C=C/C(/C=C/C2C=CC=CC=2)=O)=CC=1.C1C=CC(/C=C/C(/C=C/C2C=CC=CC=2)=O)=CC=1.C1C=CC(/C=C/C(/C=C/C2C=CC=CC=2)=O)=CC=1.[Pd].[Pd].CC1(C)C2C=CC=C(P(C3C=CC=CC=3)C3C=CC=CC=3)C=2OC2C1=CC=CC=2P(C1C=CC=CC=1)C1C=CC=CC=1.C1COCC1. The product is [C:17]([O:16][C:14]([NH:15][C:2]1[CH:7]=[C:6]([CH2:8][C:9]([O:11][CH2:12][CH3:13])=[O:10])[CH:5]=[CH:4][N:3]=1)=[O:21])([CH3:20])([CH3:19])[CH3:18]. The yield is 0.726. (2) The reactants are [C:1]([O:5][C:6]([N:8]1[CH2:13][CH2:12][CH2:11][CH2:10][C@@H:9]1[C:14](=O)[NH2:15])=[O:7])([CH3:4])([CH3:3])[CH3:2].COC1C=CC(P2(SP(C3C=CC(OC)=CC=3)(=S)S2)=[S:26])=CC=1. The catalyst is O1CCOCC1. The product is [C:1]([O:5][C:6]([N:8]1[CH2:13][CH2:12][CH2:11][CH2:10][C@@H:9]1[C:14](=[S:26])[NH2:15])=[O:7])([CH3:4])([CH3:3])[CH3:2]. The yield is 0.470.